From a dataset of Full USPTO retrosynthesis dataset with 1.9M reactions from patents (1976-2016). Predict the reactants needed to synthesize the given product. (1) Given the product [CH3:34][S:35]([O:8][CH2:9][C:10]1[CH:15]=[CH:14][C:13]([CH2:16][CH2:17][NH:18][C:19]([C:21]2[CH:26]=[CH:25][C:24]([C:27]3[CH:28]=[CH:29][C:30]([Cl:33])=[CH:31][CH:32]=3)=[CH:23][CH:22]=2)=[O:20])=[CH:12][CH:11]=1)(=[O:37])=[O:36], predict the reactants needed to synthesize it. The reactants are: C(N(CC)CC)C.[OH:8][CH2:9][C:10]1[CH:15]=[CH:14][C:13]([CH2:16][CH2:17][NH:18][C:19]([C:21]2[CH:26]=[CH:25][C:24]([C:27]3[CH:32]=[CH:31][C:30]([Cl:33])=[CH:29][CH:28]=3)=[CH:23][CH:22]=2)=[O:20])=[CH:12][CH:11]=1.[CH3:34][S:35](Cl)(=[O:37])=[O:36].C([O-])(O)=O.[Na+]. (2) Given the product [CH3:1][O:2][C:3]([C:5]1[CH:6]=[C:7]2[C:13]([C:20]3[C:19]([F:23])=[CH:18][CH:17]=[C:16]([NH:24][S:25]([CH2:28][CH2:29][CH3:30])(=[O:26])=[O:27])[C:15]=3[F:14])=[C:12]([OH:31])[N:11]([CH3:34])[C:8]2=[N:9][CH:10]=1)=[O:4], predict the reactants needed to synthesize it. The reactants are: [CH3:1][O:2][C:3]([C:5]1[CH:6]=[C:7]2[CH:13]=[CH:12][NH:11][C:8]2=[N:9][CH:10]=1)=[O:4].[F:14][C:15]1[C:20](C=O)=[C:19]([F:23])[CH:18]=[CH:17][C:16]=1[NH:24][S:25]([CH2:28][CH2:29][CH3:30])(=[O:27])=[O:26].[OH-:31].[K+].O.[CH3:34]O. (3) Given the product [C:3]([CH:7]1[CH2:12][CH2:11][C:10](=[O:13])[CH:9]=[C:8]1[CH3:2])([CH3:6])([CH3:4])[CH3:5], predict the reactants needed to synthesize it. The reactants are: [Li][CH3:2].[C:3]([CH:7]1[CH2:12][CH2:11][C:10](=[O:13])[CH:9]=[CH:8]1)([CH3:6])([CH3:5])[CH3:4].